Dataset: Forward reaction prediction with 1.9M reactions from USPTO patents (1976-2016). Task: Predict the product of the given reaction. (1) Given the reactants [CH2:1]([O:3][C:4]1[C:11]([N+:12]([O-:14])=[O:13])=[CH:10][C:9]([N+:15]([O-:17])=[O:16])=[C:8]([CH2:18][CH2:19][CH2:20][CH2:21][CH2:22][CH2:23][CH2:24][CH2:25][CH2:26][CH2:27][CH2:28][CH2:29][CH2:30][CH2:31][CH3:32])[C:5]=1[CH:6]=O)[CH3:2].[C:33]([O:39][CH2:40][CH3:41])(=[O:38])[CH2:34][C:35]([CH3:37])=O.C(O)(=O)C.N1CCCCC1.[CH3:52][CH2:53][O:54][C:55](/[CH:57]=[C:58](\[NH2:60])/[CH3:59])=[O:56], predict the reaction product. The product is: [CH2:1]([O:3][C:4]1[C:11]([N+:12]([O-:14])=[O:13])=[CH:10][C:9]([N+:15]([O-:17])=[O:16])=[C:8]([CH2:18][CH2:19][CH2:20][CH2:21][CH2:22][CH2:23][CH2:24][CH2:25][CH2:26][CH2:27][CH2:28][CH2:29][CH2:30][CH2:31][CH3:32])[C:5]=1[CH:6]1[C:34]([C:33]([O:39][CH2:40][CH3:41])=[O:38])=[C:35]([CH3:37])[NH:60][C:58]([CH3:59])=[C:57]1[C:55]([O:54][CH2:53][CH3:52])=[O:56])[CH3:2]. (2) Given the reactants [C:1]([C:4]1[CH:13]=[CH:12][C:11]2[CH2:10][CH:9]([C:14]([OH:16])=[O:15])[CH2:8][CH2:7][C:6]=2[N:5]=1)(=[O:3])[CH3:2].[CH3:17][Mg]Cl, predict the reaction product. The product is: [OH:3][C:1]([C:4]1[CH:13]=[CH:12][C:11]2[CH2:10][CH:9]([C:14]([OH:16])=[O:15])[CH2:8][CH2:7][C:6]=2[N:5]=1)([CH3:17])[CH3:2]. (3) Given the reactants [Cl:1][C:2]1[CH:3]=[C:4]([CH2:16][NH:17][C:18]([C:20]2[CH:25]=[CH:24][CH:23]=[C:22]([C:26]([NH:28][CH2:29][C:30]3[C:31]([NH:43][CH:44]4[CH2:49][CH2:48][O:47][CH2:46][CH2:45]4)=[C:32]4[CH:40]=[N:39][N:38]([CH2:41][CH3:42])[C:33]4=[N:34][C:35]=3[CH2:36][CH3:37])=[O:27])[CH:21]=2)=[O:19])[CH:5]=[C:6]([C:8]2[CH:13]=[CH:12][CH:11]=[C:10]([CH:14]=O)[CH:9]=2)[CH:7]=1.[N:50]1(C(OC(C)(C)C)=O)[CH2:55][CH2:54][NH:53][CH2:52][CH2:51]1.C(O)(=O)C.C(O[BH-](OC(=O)C)OC(=O)C)(=O)C.[F:80][C:81]([F:86])([F:85])[C:82]([OH:84])=[O:83], predict the reaction product. The product is: [Cl:1][C:2]1[CH:3]=[C:4]([CH2:16][NH:17][C:18]([C:20]2[CH:25]=[CH:24][CH:23]=[C:22]([C:26]([NH:28][CH2:29][C:30]3[C:31]([NH:43][CH:44]4[CH2:49][CH2:48][O:47][CH2:46][CH2:45]4)=[C:32]4[CH:40]=[N:39][N:38]([CH2:41][CH3:42])[C:33]4=[N:34][C:35]=3[CH2:36][CH3:37])=[O:27])[CH:21]=2)=[O:19])[CH:5]=[C:6]([C:8]2[CH:13]=[CH:12][CH:11]=[C:10]([CH2:14][N:50]3[CH2:55][CH2:54][NH:53][CH2:52][CH2:51]3)[CH:9]=2)[CH:7]=1.[C:82]([OH:84])([C:81]([F:86])([F:85])[F:80])=[O:83]. (4) Given the reactants [Cl:1][C:2]1[C:7]([O:8][CH3:9])=[CH:6][C:5]([O:10][CH3:11])=[C:4]([F:12])[C:3]=1[CH2:13][C:14]#[N:15].C([O-])([O-])=O.[K+].[K+].C([O-])([O-])=O.[Cs+].[Cs+].[NH2:28][C:29]1[C:34]([CH:35]=O)=[CH:33][N:32]=[C:31]([S:37][CH3:38])[N:30]=1, predict the reaction product. The product is: [Cl:1][C:2]1[C:7]([O:8][CH3:9])=[CH:6][C:5]([O:10][CH3:11])=[C:4]([F:12])[C:3]=1[C:13]1[C:14](=[NH:15])[NH:28][C:29]2[N:30]=[C:31]([S:37][CH3:38])[N:32]=[CH:33][C:34]=2[CH:35]=1. (5) Given the reactants [CH3:1][O:2][C:3]1[CH:8]=[C:7]([C:9](=[O:18])[NH:10][CH:11]2[CH2:16][CH2:15][N:14]([CH3:17])[CH2:13][CH2:12]2)[CH:6]=[C:5]([O:19][CH3:20])[C:4]=1[C:21]1[CH:26]=[CH:25][C:24]([CH2:27][C@H:28]([NH:43][C:44]([C@H:46]2[CH2:51][CH2:50][C@H:49]([CH2:52][NH:53]C(=O)OC(C)(C)C)[CH2:48][CH2:47]2)=[O:45])[C:29](=[O:42])[NH:30][C:31]2[CH:36]=[CH:35][C:34]([C:37]3[N:38]=[N:39][NH:40][N:41]=3)=[CH:33][CH:32]=2)=[CH:23][CH:22]=1.[ClH:61], predict the reaction product. The product is: [ClH:61].[NH2:53][CH2:52][C@H:49]1[CH2:48][CH2:47][C@H:46]([C:44]([NH:43][C@H:28]([C:29](=[O:42])[NH:30][C:31]2[CH:32]=[CH:33][C:34]([C:37]3[N:38]=[N:39][NH:40][N:41]=3)=[CH:35][CH:36]=2)[CH2:27][C:24]2[CH:25]=[CH:26][C:21]([C:4]3[C:3]([O:2][CH3:1])=[CH:8][C:7]([C:9]([NH:10][CH:11]4[CH2:12][CH2:13][N:14]([CH3:17])[CH2:15][CH2:16]4)=[O:18])=[CH:6][C:5]=3[O:19][CH3:20])=[CH:22][CH:23]=2)=[O:45])[CH2:51][CH2:50]1. (6) Given the reactants [NH2:1][C:2]1[C:11]2[C:6](=[CH:7][CH:8]=[CH:9][C:10]=2[O:12][CH2:13][C@@H:14]([NH2:17])[CH2:15][CH3:16])[N:5]=[C:4]([CH3:18])[C:3]=1[C:19]([O:21][CH2:22][CH3:23])=[O:20].[O:24]1[CH2:29][CH2:28][O:27][C:26]2[C:30]([C:34](O)=[O:35])=[CH:31][CH:32]=[CH:33][C:25]1=2, predict the reaction product. The product is: [NH2:1][C:2]1[C:11]2[C:6](=[CH:7][CH:8]=[CH:9][C:10]=2[O:12][CH2:13][C@@H:14]([NH:17][C:34]([C:30]2[C:26]3[O:27][CH2:28][CH2:29][O:24][C:25]=3[CH:33]=[CH:32][CH:31]=2)=[O:35])[CH2:15][CH3:16])[N:5]=[C:4]([CH3:18])[C:3]=1[C:19]([O:21][CH2:22][CH3:23])=[O:20]. (7) Given the reactants [CH:1]([O:4][C:5]1[CH:10]=[CH:9][C:8]([C:11]2[N:15]=[C:14]([C:16]3[CH:29]=[CH:28][C:19]([O:20][C@H:21]([CH3:27])[C:22]([O:24]CC)=[O:23])=[CH:18][CH:17]=3)[O:13][N:12]=2)=[CH:7][C:6]=1[C:30]([F:33])([F:32])[F:31])([CH3:3])[CH3:2].[OH-].[Na+].O1CCCC1.CCOC(C)=O.CCCCCCC, predict the reaction product. The product is: [CH:1]([O:4][C:5]1[CH:10]=[CH:9][C:8]([C:11]2[N:15]=[C:14]([C:16]3[CH:29]=[CH:28][C:19]([O:20][C@H:21]([CH3:27])[C:22]([OH:24])=[O:23])=[CH:18][CH:17]=3)[O:13][N:12]=2)=[CH:7][C:6]=1[C:30]([F:31])([F:32])[F:33])([CH3:2])[CH3:3]. (8) Given the reactants [OH:1][C:2]1[CH:3]=[C:4]([CH:8]=[CH:9][C:10]=1[N+:11]([O-:13])=[O:12])[C:5]([OH:7])=O.[NH:14]1[CH2:18][CH2:17][CH2:16][CH2:15]1.C(N(CC)CC)C.F[P-](F)(F)(F)(F)F.C[N+](C)=C(N(C)C)O, predict the reaction product. The product is: [OH:1][C:2]1[CH:3]=[C:4]([C:5]([N:14]2[CH2:18][CH2:17][CH2:16][CH2:15]2)=[O:7])[CH:8]=[CH:9][C:10]=1[N+:11]([O-:13])=[O:12]. (9) Given the reactants [NH2:1][CH2:2][CH2:3][CH2:4][CH2:5][OH:6].[CH3:7][O:8][C:9]([C:11]1[CH:19]=[CH:18][C:14]([C:15](O)=[O:16])=[CH:13][CH:12]=1)=[O:10], predict the reaction product. The product is: [OH:6][CH2:5][CH2:4][CH2:3][CH2:2][NH:1][C:15]([C:14]1[CH:18]=[CH:19][C:11]([C:9]([O:8][CH3:7])=[O:10])=[CH:12][CH:13]=1)=[O:16].